Dataset: Serine/threonine kinase 33 screen with 319,792 compounds. Task: Binary Classification. Given a drug SMILES string, predict its activity (active/inactive) in a high-throughput screening assay against a specified biological target. (1) The drug is S=C1NC(Cc2c1cccc2)(CC)C. The result is 0 (inactive). (2) The drug is S=C(N1CCC(NC(=O)c2cc(F)ccc2)CC1)Nc1cc(ccc1)C. The result is 0 (inactive). (3) The molecule is S=c1n(c(n[nH]1)CCc1ccccc1)CC. The result is 0 (inactive). (4) The molecule is s1c(C(=O)C=2C(N(CCN(C)C)C(=O)C2O)c2ccc(OC)cc2)c(nc1C)C. The result is 0 (inactive).